Dataset: NCI-60 drug combinations with 297,098 pairs across 59 cell lines. Task: Regression. Given two drug SMILES strings and cell line genomic features, predict the synergy score measuring deviation from expected non-interaction effect. Drug 1: C1CCC(C(C1)N)N.C(=O)(C(=O)[O-])[O-].[Pt+4]. Drug 2: CC1C(C(CC(O1)OC2CC(CC3=C2C(=C4C(=C3O)C(=O)C5=CC=CC=C5C4=O)O)(C(=O)C)O)N)O. Cell line: A549. Synergy scores: CSS=70.0, Synergy_ZIP=-4.14, Synergy_Bliss=-3.97, Synergy_Loewe=-3.40, Synergy_HSA=-0.632.